Dataset: Forward reaction prediction with 1.9M reactions from USPTO patents (1976-2016). Task: Predict the product of the given reaction. (1) Given the reactants [NH2:1][C@H:2]([CH3:23])[C@H:3]([NH:8][C:9](=[O:22])[C:10]1[CH:15]=[CH:14][C:13]([C:16]#[C:17][C:18]#[C:19][CH2:20][OH:21])=[CH:12][CH:11]=1)[C:4](OC)=[O:5].[NH2:24][OH:25].CC(O)=O, predict the reaction product. The product is: [NH2:1][C@H:2]([CH3:23])[C@H:3]([NH:8][C:9](=[O:22])[C:10]1[CH:15]=[CH:14][C:13]([C:16]#[C:17][C:18]#[C:19][CH2:20][OH:21])=[CH:12][CH:11]=1)[C:4]([NH:24][OH:25])=[O:5]. (2) Given the reactants [F:1][C:2]1[CH:7]=[CH:6][C:5]([S:8]([NH:11][C@@H:12]([CH2:17][OH:18])[C:13]([O:15][CH3:16])=[O:14])(=[O:10])=[O:9])=[CH:4][CH:3]=1.[C:19]([O-])([O-])=O.[K+].[K+].IC, predict the reaction product. The product is: [F:1][C:2]1[CH:3]=[CH:4][C:5]([S:8]([N:11]([CH3:19])[C@@H:12]([CH2:17][OH:18])[C:13]([O:15][CH3:16])=[O:14])(=[O:9])=[O:10])=[CH:6][CH:7]=1. (3) Given the reactants C(OC([NH:8][C@@H:9]1[CH2:14][O:13][C@@H:12]([CH2:15][C:16]([O:18][CH3:19])=[O:17])[CH2:11][C@H:10]1[C:20]1[CH:25]=[CH:24][C:23]([C:26]([F:29])([F:28])[F:27])=[CH:22][CH:21]=1)=O)(C)(C)C.[ClH:30].O1CCOCC1, predict the reaction product. The product is: [ClH:30].[NH2:8][C@@H:9]1[CH2:14][O:13][C@@H:12]([CH2:15][C:16]([O:18][CH3:19])=[O:17])[CH2:11][C@H:10]1[C:20]1[CH:25]=[CH:24][C:23]([C:26]([F:29])([F:27])[F:28])=[CH:22][CH:21]=1. (4) Given the reactants [NH2:1][C:2]1[C:3]([O:17][CH3:18])=[C:4]([NH:12][S:13]([CH3:16])(=[O:15])=[O:14])[CH:5]=[C:6]([C:8]([CH3:11])([CH3:10])[CH3:9])[CH:7]=1.C([O-])(O)=O.[Na+].C1COCC1.Cl[C:30]([O:32][C:33]1[CH:38]=[CH:37][CH:36]=[CH:35][CH:34]=1)=[O:31], predict the reaction product. The product is: [C:8]([C:6]1[CH:5]=[C:4]([NH:12][S:13]([CH3:16])(=[O:15])=[O:14])[C:3]([O:17][CH3:18])=[C:2]([NH:1][C:30](=[O:31])[O:32][C:33]2[CH:38]=[CH:37][CH:36]=[CH:35][CH:34]=2)[CH:7]=1)([CH3:10])([CH3:11])[CH3:9].